This data is from Peptide-MHC class I binding affinity with 185,985 pairs from IEDB/IMGT. The task is: Regression. Given a peptide amino acid sequence and an MHC pseudo amino acid sequence, predict their binding affinity value. This is MHC class I binding data. (1) The peptide sequence is KCCNLFEKF. The MHC is HLA-A24:02 with pseudo-sequence HLA-A24:02. The binding affinity (normalized) is 0.189. (2) The peptide sequence is SPAAYVLPL. The MHC is HLA-C04:01 with pseudo-sequence HLA-C04:01. The binding affinity (normalized) is 0.213. (3) The peptide sequence is KVFPYALINK. The binding affinity (normalized) is 0.186. The MHC is Mamu-B03 with pseudo-sequence Mamu-B03. (4) The peptide sequence is KSVLDIISSK. The MHC is HLA-A03:01 with pseudo-sequence HLA-A03:01. The binding affinity (normalized) is 0.704. (5) The peptide sequence is KTITTCYLM. The MHC is HLA-A02:01 with pseudo-sequence HLA-A02:01. The binding affinity (normalized) is 0.436. (6) The peptide sequence is CKFNMTGLK. The MHC is Mamu-B3901 with pseudo-sequence Mamu-B3901. The binding affinity (normalized) is 0.272. (7) The peptide sequence is YTVKYDNL. The MHC is H-2-Db with pseudo-sequence H-2-Db. The binding affinity (normalized) is 0. (8) The peptide sequence is VNRWLFRHL. The MHC is HLA-B57:01 with pseudo-sequence HLA-B57:01. The binding affinity (normalized) is 0.0847. (9) The peptide sequence is LYQLLEAVY. The MHC is HLA-A01:01 with pseudo-sequence HLA-A01:01. The binding affinity (normalized) is 0.